Dataset: NCI-60 drug combinations with 297,098 pairs across 59 cell lines. Task: Regression. Given two drug SMILES strings and cell line genomic features, predict the synergy score measuring deviation from expected non-interaction effect. (1) Drug 1: C1=NC(=NC(=O)N1C2C(C(C(O2)CO)O)O)N. Drug 2: C1CN1C2=NC(=NC(=N2)N3CC3)N4CC4. Cell line: CCRF-CEM. Synergy scores: CSS=62.1, Synergy_ZIP=1.96, Synergy_Bliss=1.34, Synergy_Loewe=-5.76, Synergy_HSA=5.89. (2) Drug 1: C1=NC2=C(N1)C(=S)N=C(N2)N. Drug 2: COC1=C2C(=CC3=C1OC=C3)C=CC(=O)O2. Cell line: ACHN. Synergy scores: CSS=47.9, Synergy_ZIP=-2.48, Synergy_Bliss=-4.53, Synergy_Loewe=-19.7, Synergy_HSA=-5.66. (3) Drug 1: CN1CCC(CC1)COC2=C(C=C3C(=C2)N=CN=C3NC4=C(C=C(C=C4)Br)F)OC. Drug 2: C1=CC(=CC=C1CCCC(=O)O)N(CCCl)CCCl. Cell line: SNB-75. Synergy scores: CSS=22.9, Synergy_ZIP=2.40, Synergy_Bliss=3.21, Synergy_Loewe=0.225, Synergy_HSA=3.84.